Dataset: Forward reaction prediction with 1.9M reactions from USPTO patents (1976-2016). Task: Predict the product of the given reaction. (1) Given the reactants C(OC([N:8]1[CH2:13][CH2:12][N:11]([CH2:14][C:15]2[CH:20]=[CH:19][C:18]([C@@H:21]3[O:30][C:25]4=[N:26][CH:27]=[CH:28][CH:29]=[C:24]4[O:23][CH2:22]3)=[CH:17][CH:16]=2)[CH2:10][CH2:9]1)=O)(C)(C)C.[C:31](OC(N1C[C@@H]2C[C@H]1CN2)=O)(C)(C)C.N1(CC2C=CC([C@@H]3OC4=NC=CC=C4OC3)=CC=2)CCNCC1, predict the reaction product. The product is: [C@H:10]12[CH2:31][C@H:13]([NH:8][CH2:9]1)[CH2:12][N:11]2[CH2:14][C:15]1[CH:20]=[CH:19][C:18]([C@@H:21]2[O:30][C:25]3=[N:26][CH:27]=[CH:28][CH:29]=[C:24]3[O:23][CH2:22]2)=[CH:17][CH:16]=1. (2) The product is: [CH3:5][O:6][C:7]1[CH:20]=[CH:19][C:18]2[O:17][C:16]3[C:11](=[CH:12][C:13]([C:21]4[CH:26]=[N:25][CH:24]=[N:23][CH:22]=4)=[CH:14][CH:15]=3)[C:10]([CH:1]=[CH2:2])([OH:27])[C:9]=2[CH:8]=1. Given the reactants [CH:1]([Mg]Cl)=[CH2:2].[CH3:5][O:6][C:7]1[CH:20]=[CH:19][C:18]2[O:17][C:16]3[C:11](=[CH:12][C:13]([C:21]4[CH:22]=[N:23][CH:24]=[N:25][CH:26]=4)=[CH:14][CH:15]=3)[C:10](=[O:27])[C:9]=2[CH:8]=1, predict the reaction product. (3) Given the reactants [C:1]([O:5][C:6]([NH:8][C@H:9]([C:14]([OH:16])=O)[C:10]([CH3:13])([CH3:12])[CH3:11])=[O:7])([CH3:4])([CH3:3])[CH3:2].C(Cl)CCl.N1C2C(=NC=CC=2)N(O)N=1.[CH2:31]([N:39]([CH2:52][C:53]1[CH:62]=[CH:61][C:56]([C:57]([O:59][CH3:60])=[O:58])=[CH:55][CH:54]=1)[C:40]([C@@H:42]1[CH2:51][C:50]2[C:45](=[CH:46][CH:47]=[CH:48][CH:49]=2)[CH2:44][NH:43]1)=[O:41])[CH2:32][C:33]1[CH:38]=[CH:37][CH:36]=[CH:35][CH:34]=1.CN1CCOCC1, predict the reaction product. The product is: [C:1]([O:5][C:6]([NH:8][C@@H:9]([C:10]([CH3:11])([CH3:12])[CH3:13])[C:14]([N:43]1[C@H:42]([C:40]([N:39]([CH2:52][C:53]2[CH:54]=[CH:55][C:56]([C:57]([O:59][CH3:60])=[O:58])=[CH:61][CH:62]=2)[CH2:31][CH2:32][C:33]2[CH:38]=[CH:37][CH:36]=[CH:35][CH:34]=2)=[O:41])[CH2:51][C:50]2[C:45](=[CH:46][CH:47]=[CH:48][CH:49]=2)[CH2:44]1)=[O:16])=[O:7])([CH3:2])([CH3:3])[CH3:4]. (4) Given the reactants [Br:1][C:2]1[CH:9]=[C:8]([Br:10])[CH:7]=[CH:6][C:3]=1[CH2:4][OH:5].C[O:12][C:13]([CH3:15])=[CH2:14].[C:16]1(C)C=CC(S(O)(=O)=O)=CC=1.[NH+]1C=CC=CC=1.C(=O)([O-])O.[Na+], predict the reaction product. The product is: [Br:1][C:2]1[CH:9]=[C:8]([Br:10])[CH:7]=[CH:6][C:3]=1[CH:4]([O:12][CH:13]([CH3:15])[CH3:14])[O:5][CH3:16]. (5) Given the reactants [O:1]1[C:6]2[CH:7]=[CH:8][CH:9]=[CH:10][C:5]=2[N:4]([C:11](=[O:16])[C:12]([F:15])([F:14])[F:13])[CH2:3][CH2:2]1.[Br:17][C:18]1[CH:19]=[CH:20][C:21]([Cl:27])=[C:22]([CH:26]=1)[C:23](Cl)=[O:24].[Al+3].[Cl-].[Cl-].[Cl-], predict the reaction product. The product is: [Br:17][C:18]1[CH:19]=[CH:20][C:21]([Cl:27])=[C:22]([CH:26]=1)[C:23]([C:9]1[CH:8]=[CH:7][C:6]2[O:1][CH2:2][CH2:3][N:4]([C:11](=[O:16])[C:12]([F:15])([F:13])[F:14])[C:5]=2[CH:10]=1)=[O:24]. (6) The product is: [CH3:4][C:5]1[O:9][C:8]([C:10]2[CH:11]=[CH:12][CH:13]=[CH:14][CH:15]=2)=[N:7][C:6]=1[CH2:16][O:17][C:18]1[CH:39]=[CH:38][C:21]([CH2:22][O:23][N:24]=[C:25]([C:32]2[CH:33]=[CH:34][CH:35]=[CH:36][CH:37]=2)[CH2:26][C:27]([OH:29])=[O:28])=[CH:20][CH:19]=1. Given the reactants O.[OH-].[Li+].[CH3:4][C:5]1[O:9][C:8]([C:10]2[CH:15]=[CH:14][CH:13]=[CH:12][CH:11]=2)=[N:7][C:6]=1[CH2:16][O:17][C:18]1[CH:39]=[CH:38][C:21]([CH2:22][O:23]/[N:24]=[C:25](/[C:32]2[CH:37]=[CH:36][CH:35]=[CH:34][CH:33]=2)\[CH2:26][C:27]([O:29]CC)=[O:28])=[CH:20][CH:19]=1.O.Cl, predict the reaction product. (7) Given the reactants [Br:1][C:2]1[N:3]=[C:4]([CH:8]=O)[N:5]([CH3:7])[CH:6]=1.[Cl-].[CH3:11][C:12]1[N:16]2[N:17]=[C:18]([CH2:21][P+](C3C=CC=CC=3)(C3C=CC=CC=3)C3C=CC=CC=3)[CH:19]=[CH:20][C:15]2=[N:14][C:13]=1[C:41]([F:44])([F:43])[F:42], predict the reaction product. The product is: [Br:1][C:2]1[N:3]=[C:4](/[CH:8]=[CH:21]/[C:18]2[CH:19]=[CH:20][C:15]3[N:16]([C:12]([CH3:11])=[C:13]([C:41]([F:43])([F:42])[F:44])[N:14]=3)[N:17]=2)[N:5]([CH3:7])[CH:6]=1. (8) The product is: [C:16]([O:19][CH2:2][CH2:3][CH2:4][CH2:5][O:6][CH:7]=[CH2:8])(=[O:24])[CH:17]=[CH2:18]. Given the reactants O[CH2:2][CH2:3][CH2:4][CH2:5][O:6][CH:7]=[CH2:8].C(N(CC)CC)C.[C:16](Cl)(=[O:19])[CH:17]=[CH2:18].C1C[O:24]CC1, predict the reaction product. (9) Given the reactants [CH3:1][O:2][C:3]1[CH:15]=[CH:14][CH:13]=[CH:12][C:4]=1[CH:5]=[C:6]1[CH2:10][CH2:9][NH:8][C:7]1=[O:11].[H-].[Na+].[CH3:18][O:19][CH2:20][CH2:21]Cl.O, predict the reaction product. The product is: [CH3:1][O:2][C:3]1[CH:15]=[CH:14][CH:13]=[CH:12][C:4]=1[CH:5]=[C:6]1[CH2:10][CH2:9][N:8]([CH2:21][CH2:20][O:19][CH3:18])[C:7]1=[O:11].